Dataset: Full USPTO retrosynthesis dataset with 1.9M reactions from patents (1976-2016). Task: Predict the reactants needed to synthesize the given product. (1) Given the product [NH2:1][C:2]1[CH:10]=[CH:9][C:5]([C:6]([N:22]2[CH2:23][CH2:24][N:19]([CH2:12][C:13]3[CH:14]=[CH:15][CH:16]=[CH:17][CH:18]=3)[CH2:20][CH2:21]2)=[O:8])=[CH:4][C:3]=1[F:11], predict the reactants needed to synthesize it. The reactants are: [NH2:1][C:2]1[CH:10]=[CH:9][C:5]([C:6]([OH:8])=O)=[CH:4][C:3]=1[F:11].[CH2:12]([N:19]1[CH2:24][CH2:23][NH:22][CH2:21][CH2:20]1)[C:13]1[CH:18]=[CH:17][CH:16]=[CH:15][CH:14]=1.C(N(CC)CC)C.CCCP1(OP(CCC)(=O)OP(CCC)(=O)O1)=O. (2) Given the product [F:1][C:2]1[CH:20]=[CH:19][C:5]([CH2:6][N:7]2[C:37](=[O:38])[C:36]([C:31]3[NH:30][C:29]4[CH:40]=[CH:41][C:26]([NH:25][S:22]([CH3:21])(=[O:23])=[O:24])=[CH:27][C:28]=4[S:33](=[O:35])(=[O:34])[CH:32]=3)=[C:15]([OH:16])[C@H:9]3[C@@H:8]2[C@H:13]2[CH2:14][C@@H:10]3[CH2:11][CH2:12]2)=[CH:4][CH:3]=1, predict the reactants needed to synthesize it. The reactants are: [F:1][C:2]1[CH:20]=[CH:19][C:5]([CH2:6][NH:7][C@H:8]2[C@H:13]3[CH2:14][C@H:10]([CH2:11][CH2:12]3)[C@H:9]2[C:15](OC)=[O:16])=[CH:4][CH:3]=1.[CH3:21][S:22]([NH:25][C:26]1[CH:41]=[CH:40][C:29]2[NH:30][C:31]([CH2:36][C:37](O)=[O:38])=[CH:32][S:33](=[O:35])(=[O:34])[C:28]=2[CH:27]=1)(=[O:24])=[O:23].CN1CCOCC1.Cl.CN(C)CCCN=C=NCC.[O-]CC.[Na+]. (3) Given the product [C:10]([C:8]1[CH:7]=[CH:6][C:5]([CH:12]2[C:21]3[C:20](=[O:22])[CH2:19][CH2:18][CH2:17][C:16]=3[N:15]([C:23]3[CH:28]=[CH:27][CH:26]=[C:25]([C:29]([F:32])([F:30])[F:31])[CH:24]=3)[C:14](=[O:33])[N:13]2[CH3:34])=[C:4]([CH:9]=1)[C:3]([OH:35])=[O:2])#[N:11], predict the reactants needed to synthesize it. The reactants are: C[O:2][C:3](=[O:35])[C:4]1[CH:9]=[C:8]([C:10]#[N:11])[CH:7]=[CH:6][C:5]=1[CH:12]1[C:21]2[C:20](=[O:22])[CH2:19][CH2:18][CH2:17][C:16]=2[N:15]([C:23]2[CH:28]=[CH:27][CH:26]=[C:25]([C:29]([F:32])([F:31])[F:30])[CH:24]=2)[C:14](=[O:33])[N:13]1[CH3:34].[OH-].[Li+]. (4) Given the product [CH:1]1([NH:4][CH:12]([CH3:13])[CH2:11][N:10]([CH3:9])[C:15]2[CH:20]=[CH:19][CH:18]=[CH:17][CH:16]=2)[CH2:3][CH2:2]1, predict the reactants needed to synthesize it. The reactants are: [CH:1]1([NH2:4])[CH2:3][CH2:2]1.C(O)(=O)C.[CH3:9][N:10]([C:15]1[CH:20]=[CH:19][CH:18]=[CH:17][CH:16]=1)[CH2:11][C:12](=O)[CH3:13].C([BH3-])#N.[Na+].